From a dataset of Forward reaction prediction with 1.9M reactions from USPTO patents (1976-2016). Predict the product of the given reaction. (1) Given the reactants [CH3:1][O:2][C:3]1[CH:4]=[C:5]([CH:15]=[C:16]([O:20][CH3:21])[C:17]=1[O:18][CH3:19])[O:6][CH2:7][CH2:8][CH2:9][C:10]([O:12]CC)=[O:11].Cl, predict the reaction product. The product is: [CH3:1][O:2][C:3]1[CH:4]=[C:5]([CH:15]=[C:16]([O:20][CH3:21])[C:17]=1[O:18][CH3:19])[O:6][CH2:7][CH2:8][CH2:9][C:10]([OH:12])=[O:11]. (2) Given the reactants [F:1][C:2]1[CH:7]=[C:6]([Si:8]([CH3:11])([CH3:10])[CH3:9])[CH:5]=[CH:4][C:3]=1[OH:12].N1C=CC=CC=1.[F:19][C:20]([F:33])([F:32])[S:21](O[S:21]([C:20]([F:33])([F:32])[F:19])(=[O:23])=[O:22])(=[O:23])=[O:22].Cl, predict the reaction product. The product is: [F:1][C:2]1[CH:7]=[C:6]([Si:8]([CH3:9])([CH3:11])[CH3:10])[CH:5]=[CH:4][C:3]=1[O:12][S:21]([C:20]([F:33])([F:32])[F:19])(=[O:23])=[O:22]. (3) Given the reactants Br[C:2]1[N:10]([CH2:11][C:12]2[CH:17]=[CH:16][C:15]([Cl:18])=[CH:14][CH:13]=2)[C:9]2[C:8](=[O:19])[N:7]([CH2:20][CH2:21][CH2:22][O:23]C3CCCCO3)[C:6](=[O:30])[N:5]([CH3:31])[C:4]=2[N:3]=1.[F:32][C:33]([F:45])([F:44])[O:34][C:35]1[CH:36]=[C:37](B(O)O)[CH:38]=[CH:39][CH:40]=1.C(=O)([O-])[O-].[Na+].[Na+].CN1CCC(=C2C3C(=CC=CC=3)C=CC3C2=CC=CC=3)CC1, predict the reaction product. The product is: [Cl:18][C:15]1[CH:14]=[CH:13][C:12]([CH2:11][N:10]2[C:9]3[C:8](=[O:19])[N:7]([CH2:20][CH2:21][CH2:22][OH:23])[C:6](=[O:30])[N:5]([CH3:31])[C:4]=3[N:3]=[C:2]2[C:37]2[CH:38]=[CH:39][CH:40]=[C:35]([O:34][C:33]([F:32])([F:44])[F:45])[CH:36]=2)=[CH:17][CH:16]=1. (4) The product is: [OH:8][N:9]1[C:14]2[N:15]=[CH:16][N:17]=[C:18]([CH3:19])[C:13]=2[C:12]([NH:20][CH2:21][C:22]2[C:23]([O:28][CH2:29][C:30]([F:33])([F:32])[F:31])=[N:24][CH:25]=[CH:26][CH:27]=2)=[CH:11][C:10]1=[O:34]. Given the reactants C([O:8][N:9]1[C:14]2[N:15]=[CH:16][N:17]=[C:18]([CH3:19])[C:13]=2[C:12]([NH:20][CH2:21][C:22]2[C:23]([O:28][CH2:29][C:30]([F:33])([F:32])[F:31])=[N:24][CH:25]=[CH:26][CH:27]=2)=[CH:11][C:10]1=[O:34])C1C=CC=CC=1.CO.[H][H], predict the reaction product. (5) Given the reactants [CH3:1][N:2]1[C:10]2[C:5](=[CH:6][C:7]([CH3:33])=[CH:8][C:9]=2[CH2:11][O:12][CH2:13][C:14]2([C:27]3[CH:32]=[CH:31][CH:30]=[CH:29][CH:28]=3)[CH2:19][CH2:18][N:17](C(OC(C)(C)C)=O)[CH2:16][CH2:15]2)[CH2:4][NH:3]1, predict the reaction product. The product is: [CH3:1][N:2]1[C:10]2[C:5](=[CH:6][C:7]([CH3:33])=[CH:8][C:9]=2[CH2:11][O:12][CH2:13][C:14]2([C:27]3[CH:28]=[CH:29][CH:30]=[CH:31][CH:32]=3)[CH2:15][CH2:16][NH:17][CH2:18][CH2:19]2)[CH:4]=[N:3]1.